This data is from Full USPTO retrosynthesis dataset with 1.9M reactions from patents (1976-2016). The task is: Predict the reactants needed to synthesize the given product. The reactants are: [C:1](O[BH-](OC(=O)C)OC(=O)C)(=O)C.[Na+].[CH2:15]([N:22]1[C:26]2[CH:27]=[C:28]([NH:35][C@H:36]3[CH2:41][CH2:40][C@H:39]([NH2:42])[CH2:38][CH2:37]3)[C:29]3[N:30]([C:31]([CH3:34])=[N:32][N:33]=3)[C:25]=2[CH:24]=[C:23]1[CH3:43])[C:16]1[CH:21]=[CH:20][CH:19]=[CH:18][CH:17]=1.C=O. Given the product [CH2:15]([N:22]1[C:26]2[CH:27]=[C:28]([NH:35][C@H:36]3[CH2:41][CH2:40][C@H:39]([NH:42][CH3:1])[CH2:38][CH2:37]3)[C:29]3[N:30]([C:31]([CH3:34])=[N:32][N:33]=3)[C:25]=2[CH:24]=[C:23]1[CH3:43])[C:16]1[CH:21]=[CH:20][CH:19]=[CH:18][CH:17]=1, predict the reactants needed to synthesize it.